From a dataset of Experimental lipophilicity measurements (octanol/water distribution) for 4,200 compounds from AstraZeneca. Regression/Classification. Given a drug SMILES string, predict its absorption, distribution, metabolism, or excretion properties. Task type varies by dataset: regression for continuous measurements (e.g., permeability, clearance, half-life) or binary classification for categorical outcomes (e.g., BBB penetration, CYP inhibition). For this dataset (lipophilicity_astrazeneca), we predict Y. (1) The drug is CCC1(c2ccc(N)cc2)CCC(=O)NC1=O. The Y is 0.600 logD. (2) The molecule is O=c1[nH]n(C(c2ccccn2)C2CCCC2)c(=O)c2c(O)c3ccc(Cl)cc3nc12. The Y is 1.90 logD. (3) The compound is Cc1ncc(C(N)=O)nc1-c1ccc([C@H]2CC[C@H](C(=O)O)CC2)cc1. The Y is 0.220 logD. (4) The molecule is COc1cc2ncnc(NCc3cccc(C)c3)c2cc1OC. The Y is 3.50 logD. (5) The molecule is COc1cccc([C@H](O)C2CCN(CCc3ccc(F)cc3)CC2)c1OC. The Y is 1.70 logD. (6) The drug is c1ccc2[nH]c(-c3cscn3)nc2c1. The Y is 2.35 logD.